Predict the product of the given reaction. From a dataset of Forward reaction prediction with 1.9M reactions from USPTO patents (1976-2016). Given the reactants [CH3:1][NH:2][C:3](=[S:6])[NH:4][NH2:5].[CH2:7]([Cl:16])[C:8]([C:10]1[CH:15]=[CH:14][CH:13]=[CH:12][CH:11]=1)=O, predict the reaction product. The product is: [ClH:16].[CH3:1][N:2]1[C:8]([C:10]2[CH:15]=[CH:14][CH:13]=[CH:12][CH:11]=2)=[CH:7][S:6][C:3]1=[N:4][NH2:5].